This data is from Peptide-MHC class I binding affinity with 185,985 pairs from IEDB/IMGT. The task is: Regression. Given a peptide amino acid sequence and an MHC pseudo amino acid sequence, predict their binding affinity value. This is MHC class I binding data. (1) The peptide sequence is QTHSKAGLL. The MHC is Mamu-A02 with pseudo-sequence Mamu-A02. The binding affinity (normalized) is 0.762. (2) The peptide sequence is LVIASTIVI. The MHC is H-2-Db with pseudo-sequence H-2-Db. The binding affinity (normalized) is 0.137.